Dataset: Full USPTO retrosynthesis dataset with 1.9M reactions from patents (1976-2016). Task: Predict the reactants needed to synthesize the given product. Given the product [O:30]=[S:26]1(=[O:31])[CH2:27][CH2:28][CH2:29][N:25]1[C:4]1[CH:3]=[C:2]([N:35]2[C@H:34]([CH2:32][CH3:33])[CH2:38][O:37][C:36]2=[O:39])[CH:7]=[CH:6][C:5]=1[C:8]([N:10]1[CH2:15][CH2:14][N:13]([C:16]2[C:21]([CH3:22])=[CH:20][C:19]([CH2:23][CH3:24])=[CH:18][N:17]=2)[CH2:12][CH2:11]1)=[O:9], predict the reactants needed to synthesize it. The reactants are: Br[C:2]1[CH:7]=[CH:6][C:5]([C:8]([N:10]2[CH2:15][CH2:14][N:13]([C:16]3[C:21]([CH3:22])=[CH:20][C:19]([CH2:23][CH3:24])=[CH:18][N:17]=3)[CH2:12][CH2:11]2)=[O:9])=[C:4]([N:25]2[CH2:29][CH2:28][CH2:27][S:26]2(=[O:31])=[O:30])[CH:3]=1.[CH2:32]([C@@H:34]1[CH2:38][O:37][C:36](=[O:39])[NH:35]1)[CH3:33].